The task is: Predict the product of the given reaction.. This data is from Forward reaction prediction with 1.9M reactions from USPTO patents (1976-2016). (1) Given the reactants [F:1][C:2]1[CH:7]=[CH:6][C:5]([OH:8])=[CH:4][CH:3]=1.[F:9][C:10]1[CH:15]=[CH:14][C:13]([NH:16][C:17]([C:19]2([CH3:22])[CH2:21][O:20]2)=[O:18])=[CH:12][C:11]=1[CH3:23], predict the reaction product. The product is: [F:9][C:10]1[CH:15]=[CH:14][C:13]([NH:16][C:17](=[O:18])[C:19]([OH:20])([CH3:21])[CH2:22][O:8][C:5]2[CH:6]=[CH:7][C:2]([F:1])=[CH:3][CH:4]=2)=[CH:12][C:11]=1[CH3:23]. (2) Given the reactants [C@:1]12([CH3:28])[C:7]([CH3:9])([CH3:8])[CH:4]([CH2:5][CH2:6]1)[CH2:3][CH:2]2[C:10]([O:12][CH:13]([C:18]1[CH:23]=[CH:22][C:21]([I:24])=[CH:20][C:19]=1[N+:25]([O-:27])=[O:26])[C:14](C)([CH3:16])[CH3:15])=[O:11], predict the reaction product. The product is: [C@:1]12([CH3:28])[C:7]([CH3:9])([CH3:8])[CH:4]([CH2:5][CH2:6]1)[CH2:3][CH:2]2[C:10]([O:12][CH:13]([C:18]1[CH:23]=[CH:22][C:21]([I:24])=[CH:20][C:19]=1[N+:25]([O-:27])=[O:26])[CH:14]([CH3:15])[CH3:16])=[O:11]. (3) Given the reactants [C:1]([CH:4]1[CH2:8][CH2:7][CH2:6][C:5]1=O)(=O)[CH3:2].[NH2:10][C:11]1[NH:15][N:14]=[C:13]([CH2:16][OH:17])[N:12]=1, predict the reaction product. The product is: [CH3:2][C:1]1[N:15]2[N:14]=[C:13]([CH2:16][OH:17])[N:12]=[C:11]2[N:10]=[C:5]2[CH2:6][CH2:7][CH2:8][C:4]=12. (4) Given the reactants [NH2:1][C:2]1[CH:23]=[CH:22][C:5]([O:6][C:7]2[CH:16]=[CH:15][N:14]=[C:13]3[C:8]=2[C:9]2[CH:21]=[CH:20][CH:19]=[CH:18][C:10]=2[C:11](=[O:17])[NH:12]3)=[C:4]([F:24])[CH:3]=1.[OH:25][C:26]([CH3:45])([CH3:44])[CH2:27][N:28]1[C:32]([CH3:33])=[C:31]([C:34](O)=[O:35])[C:30](=[O:37])[N:29]1[C:38]1[CH:43]=[CH:42][CH:41]=[CH:40][CH:39]=1, predict the reaction product. The product is: [F:24][C:4]1[CH:3]=[C:2]([NH:1][C:34]([C:31]2[C:30](=[O:37])[N:29]([C:38]3[CH:39]=[CH:40][CH:41]=[CH:42][CH:43]=3)[N:28]([CH2:27][C:26]([OH:25])([CH3:45])[CH3:44])[C:32]=2[CH3:33])=[O:35])[CH:23]=[CH:22][C:5]=1[O:6][C:7]1[CH:16]=[CH:15][N:14]=[C:13]2[C:8]=1[C:9]1[CH:21]=[CH:20][CH:19]=[CH:18][C:10]=1[C:11](=[O:17])[NH:12]2.